From a dataset of Catalyst prediction with 721,799 reactions and 888 catalyst types from USPTO. Predict which catalyst facilitates the given reaction. Reactant: [ClH:1].[NH2:2][C@@H:3]1[CH2:5][C@H:4]1[C:6]1[CH:7]=[C:8]([CH:18]=[CH:19][CH:20]=1)[C:9]([NH:11][CH:12]1[CH2:17][CH2:16][O:15][CH2:14][CH2:13]1)=[O:10].C(OC(N[C@@H]1C[C@H]1C1C=C(C=CC=1)C(OC)=O)=O)(C)(C)C.[F:42][C:43]1([F:50])[CH2:48][CH2:47][C:46](=O)[CH2:45][CH2:44]1.C(=O)([O-])O.[Na+]. Product: [ClH:1].[F:42][C:43]1([F:50])[CH2:48][CH2:47][CH:46]([NH:2][C@@H:3]2[CH2:5][C@H:4]2[C:6]2[CH:7]=[C:8]([CH:18]=[CH:19][CH:20]=2)[C:9]([NH:11][CH:12]2[CH2:13][CH2:14][O:15][CH2:16][CH2:17]2)=[O:10])[CH2:45][CH2:44]1. The catalyst class is: 130.